Dataset: Full USPTO retrosynthesis dataset with 1.9M reactions from patents (1976-2016). Task: Predict the reactants needed to synthesize the given product. (1) Given the product [C:32]([C:26]1([NH:25][C:24]([C:23]2[CH:22]=[N:21][N:12]3[C:13]([C:14]4[CH:15]=[CH:16][C:17]([Cl:20])=[CH:18][CH:19]=4)=[C:8]([C:3]4[CH:4]=[CH:5][CH:6]=[CH:7][C:2]=4[Cl:1])[CH:9]=[N:10][C:11]=23)=[O:34])[CH2:31][CH2:30][CH2:29][CH2:28][CH2:27]1)(=[O:37])[NH2:33], predict the reactants needed to synthesize it. The reactants are: [Cl:1][C:2]1[CH:7]=[CH:6][CH:5]=[CH:4][C:3]=1[C:8]1[CH:9]=[N:10][C:11]2[N:12]([N:21]=[CH:22][C:23]=2[C:24](=[O:34])[NH:25][C:26]2([C:32]#[N:33])[CH2:31][CH2:30][CH2:29][CH2:28][CH2:27]2)[C:13]=1[C:14]1[CH:19]=[CH:18][C:17]([Cl:20])=[CH:16][CH:15]=1.CS(O)(=O)=[O:37].C(=O)([O-])O.[Na+]. (2) Given the product [Br:8][CH:9]([CH3:14])[C:10]([OH:11])=[O:15].[C:6]1(=[O:15])[NH:3][C:10](=[O:11])[CH:9]=[CH:14]1, predict the reactants needed to synthesize it. The reactants are: C([N:3]([CH2:6]C)CC)C.[Br:8][C:9]([CH3:14])(C)[C:10](Br)=[O:11].[O:15]1CCCC1. (3) Given the product [CH2:16]([O:15][C:2]1[N:7]=[N:6][C:5]([NH:8][C:9](=[O:13])[O:10][CH2:11][CH3:12])=[C:4]([CH3:14])[CH:3]=1)[CH3:17], predict the reactants needed to synthesize it. The reactants are: Cl[C:2]1[N:7]=[N:6][C:5]([NH:8][C:9](=[O:13])[O:10][CH2:11][CH3:12])=[C:4]([CH3:14])[CH:3]=1.[O-:15][CH2:16][CH3:17].[Na+]. (4) Given the product [C:1]([N:4]1[CH:8]([C:9]2[CH:10]=[CH:11][C:12]([O:15][CH3:16])=[CH:13][CH:14]=2)[CH2:7][C:6]([C:17]2[CH:22]=[CH:21][C:20]([NH:23][S:27]([C:30]3[CH:31]=[CH:32][C:33]([F:36])=[CH:34][CH:35]=3)(=[O:29])=[O:28])=[CH:19][CH:18]=2)=[N:5]1)(=[O:3])[CH3:2], predict the reactants needed to synthesize it. The reactants are: [C:1]([N:4]1[CH:8]([C:9]2[CH:14]=[CH:13][C:12]([O:15][CH3:16])=[CH:11][CH:10]=2)[CH2:7][C:6]([C:17]2[CH:22]=[CH:21][C:20]([N:23]([S:27]([C:30]3[CH:35]=[CH:34][C:33]([F:36])=[CH:32][CH:31]=3)(=[O:29])=[O:28])C(=O)C)=[CH:19][CH:18]=2)=[N:5]1)(=[O:3])[CH3:2].[OH-].[NH4+]. (5) Given the product [NH2:6][C@H:5]([CH2:14][CH2:15][C:16]1[CH:20]=[CH:19][S:18][CH:17]=1)[CH2:4][OH:3], predict the reactants needed to synthesize it. The reactants are: CC1(C)[N:6](C(OC(C)(C)C)=O)[CH:5]([CH2:14][CH2:15][C:16]2[CH:20]=[CH:19][S:18][CH:17]=2)[CH2:4][O:3]1.Cl. (6) The reactants are: [F:1][C:2]1([F:28])[CH2:4][CH:3]1[CH2:5][N:6]1[C:10]2[CH:11]=[CH:12][C:13]([C:15]3[CH:22]=[C:21]([CH2:23]O)[CH:20]=[CH:19][C:16]=3[C:17]#[N:18])=[CH:14][C:9]=2[N:8]([CH3:25])[S:7]1(=[O:27])=[O:26].C(N(CC)CC)C.S(Cl)(C)(=O)=O.[O:41]1[C:49]2[CH2:48][CH2:47][NH:46][CH2:45][C:44]=2[C:43]([OH:50])=[N:42]1.CCN(C(C)C)C(C)C. Given the product [F:28][C:2]1([F:1])[CH2:4][CH:3]1[CH2:5][N:6]1[C:10]2[CH:11]=[CH:12][C:13]([C:15]3[CH:22]=[C:21]([CH2:23][N:46]4[CH2:47][CH2:48][C:49]5[O:41][N:42]=[C:43]([OH:50])[C:44]=5[CH2:45]4)[CH:20]=[CH:19][C:16]=3[C:17]#[N:18])=[CH:14][C:9]=2[N:8]([CH3:25])[S:7]1(=[O:27])=[O:26], predict the reactants needed to synthesize it. (7) Given the product [Br:22][CH2:21][CH:20]1[C:12]2[C:11](=[C:16]([N+:17]([O-:19])=[O:18])[CH:15]=[CH:14][CH:13]=2)[C:10](=[O:9])[O:24]1, predict the reactants needed to synthesize it. The reactants are: C(O)(C(F)(F)F)=O.C[O:9][C:10](=[O:24])[C:11]1[C:16]([N+:17]([O-:19])=[O:18])=[CH:15][CH:14]=[CH:13][C:12]=1[C:20](=O)[CH2:21][Br:22].C([SiH](CC)CC)C. (8) The reactants are: [CH3:1][O:2][C:3](=[O:48])[NH:4][C@H:5]([C:19](=[O:47])[NH:20][CH2:21][CH2:22][CH2:23][CH2:24][C@H:25]([N:32]([S:37]([C:40]1[CH:45]=[CH:44][C:43]([NH2:46])=[CH:42][CH:41]=1)(=[O:39])=[O:38])[CH2:33][CH:34]([CH3:36])[CH3:35])[CH2:26][O:27][P:28]([OH:31])([OH:30])=[O:29])[CH:6]([C:13]1[CH:18]=[CH:17][CH:16]=[CH:15][CH:14]=1)[C:7]1[CH:12]=[CH:11][CH:10]=[CH:9][CH:8]=1.[B-](F)(F)(F)F.[B-](F)(F)(F)[F:55].[CH2:59]1[N+]2(CCl)CC[N+](F)(CC2)[CH2:60]1.[CH3:70][C:71]#N. Given the product [CH3:1][O:2][C:3](=[O:48])[NH:4][C@H:5]([C:19](=[O:47])[NH:20][CH2:21][CH2:22][CH2:23][CH2:24][C@H:25]([N:32]([S:37]([C:40]1[CH:41]=[CH:42][C:43]([NH2:46])=[C:44]([F:55])[CH:45]=1)(=[O:38])=[O:39])[CH2:33][CH:34]([CH3:36])[CH3:35])[CH2:26][O:27][P:28]([O:31][CH2:70][CH3:71])([O:30][CH2:59][CH3:60])=[O:29])[CH:6]([C:13]1[CH:18]=[CH:17][CH:16]=[CH:15][CH:14]=1)[C:7]1[CH:8]=[CH:9][CH:10]=[CH:11][CH:12]=1, predict the reactants needed to synthesize it. (9) Given the product [Cl:1][C:2]1[N:7]=[C:6]([CH:10]=[CH:9][C:11]2[CH:12]=[C:13]([NH:17][C:18](=[O:23])[C:19]([F:20])([F:21])[F:22])[CH:14]=[CH:15][CH:16]=2)[CH:5]=[CH:4][N:3]=1, predict the reactants needed to synthesize it. The reactants are: [Cl:1][C:2]1[N:7]=[C:6](Cl)[CH:5]=[CH:4][N:3]=1.[C:9]([C:11]1[CH:12]=[C:13]([NH:17][C:18](=[O:23])[C:19]([F:22])([F:21])[F:20])[CH:14]=[CH:15][CH:16]=1)#[CH:10].